From a dataset of Forward reaction prediction with 1.9M reactions from USPTO patents (1976-2016). Predict the product of the given reaction. (1) Given the reactants [CH3:1][C:2]([N:10]1[CH:14]=[C:13]([NH:15][C:16](=[O:22])[CH:17]([NH2:21])[CH2:18][CH2:19][CH3:20])[N:12]=[CH:11]1)([CH3:9])[CH2:3][N:4]1[CH2:8][CH2:7][CH2:6][CH2:5]1.[OH:23][C@@H:24]([C:28]([CH3:31])([CH3:30])[CH3:29])[C:25](O)=[O:26], predict the reaction product. The product is: [CH3:1][C:2]([N:10]1[CH:14]=[C:13]([NH:15][C:16](=[O:22])[CH:17]([NH:21][C:25](=[O:26])[CH:24]([OH:23])[C:28]([CH3:31])([CH3:30])[CH3:29])[CH2:18][CH2:19][CH3:20])[N:12]=[CH:11]1)([CH3:9])[CH2:3][N:4]1[CH2:8][CH2:7][CH2:6][CH2:5]1. (2) The product is: [ClH:1].[F:9][C:7]1[CH:6]=[C:5]([S:10]([C:13]2[CH:14]=[C:15]3[C:19](=[CH:20][CH:21]=2)[N:18]([CH:22]2[CH2:27][CH2:26][N:25]([CH2:28][CH2:29][CH3:30])[CH2:24][CH2:23]2)[CH2:17][CH2:16]3)(=[O:12])=[O:11])[CH:4]=[C:3]([F:2])[CH:8]=1. Given the reactants [ClH:1].[F:2][C:3]1[CH:4]=[C:5]([S:10]([C:13]2[CH:14]=[C:15]3[C:19](=[CH:20][CH:21]=2)[N:18]([CH:22]2[CH2:27][CH2:26][NH:25][CH2:24][CH2:23]2)[CH2:17][CH2:16]3)(=[O:12])=[O:11])[CH:6]=[C:7]([F:9])[CH:8]=1.[CH:28](=O)[CH2:29][CH3:30], predict the reaction product. (3) The product is: [CH2:55]([O:57][C:58](=[O:66])[CH2:59][C:60]1[N:61]=[C:62]([NH:65][C:21]([C:18]2[CH:19]=[C:20]3[C:15]([CH2:14][CH2:13][N:12]3[S:9]([C:4]3[CH:5]=[C:6]([CH3:8])[CH:7]=[C:2]([CH3:1])[CH:3]=3)(=[O:11])=[O:10])=[CH:16][CH:17]=2)=[O:22])[S:63][CH:64]=1)[CH3:56]. Given the reactants [CH3:1][C:2]1[CH:3]=[C:4]([S:9]([N:12]2[C:20]3[C:15](=[CH:16][CH:17]=[C:18]([C:21](O)=[O:22])[CH:19]=3)[CH2:14][CH2:13]2)(=[O:11])=[O:10])[CH:5]=[C:6]([CH3:8])[CH:7]=1.CN1CCOCC1.CN(C(ON1N=NC2C=CC=NC1=2)=[N+](C)C)C.F[P-](F)(F)(F)(F)F.[CH2:55]([O:57][C:58](=[O:66])[CH2:59][C:60]1[N:61]=[C:62]([NH2:65])[S:63][CH:64]=1)[CH3:56], predict the reaction product. (4) Given the reactants [CH3:1][C:2]1[CH:8]=[C:7]([Br:9])[CH:6]=[CH:5][C:3]=1[NH2:4].[CH3:10][O:11][C:12]([C:14]1([CH2:20][CH2:21][CH:22]=O)[CH2:19][CH2:18][O:17][CH2:16][CH2:15]1)=[O:13].C(O)(=O)C.[BH-](OC(C)=O)(OC(C)=O)OC(C)=O.[Na+].NC1C=CC=CC=1, predict the reaction product. The product is: [CH3:10][O:11][C:12]([C:14]1([CH2:20][CH2:21][CH2:22][NH:4][C:3]2[CH:5]=[CH:6][C:7]([Br:9])=[CH:8][C:2]=2[CH3:1])[CH2:15][CH2:16][O:17][CH2:18][CH2:19]1)=[O:13]. (5) Given the reactants [CH3:1][O:2][C:3]1[CH:25]=[CH:24][C:6]([CH2:7][N:8]2[C:14](=[O:15])[C:13]3[CH:16]=[CH:17][C:18]([C:20](OC)=[O:21])=[CH:19][C:12]=3[O:11][CH2:10][CH2:9]2)=[CH:5][CH:4]=1.[NH2:26][OH:27].[OH-].[Na+].Cl, predict the reaction product. The product is: [OH:27][NH:26][C:20]([C:18]1[CH:17]=[CH:16][C:13]2[C:14](=[O:15])[N:8]([CH2:7][C:6]3[CH:24]=[CH:25][C:3]([O:2][CH3:1])=[CH:4][CH:5]=3)[CH2:9][CH2:10][O:11][C:12]=2[CH:19]=1)=[O:21]. (6) Given the reactants [CH2:1]([O:8][P:9]([O:19][C:20]1[CH:28]=[C:27]2[C:23]([C@H:24]([CH2:36][Cl:37])[CH2:25][N:26]2[C:29](OC(C)(C)C)=[O:30])=[C:22]2[C:38]([CH3:41])=[CH:39][S:40][C:21]=12)([O:11][CH2:12][C:13]1[CH:18]=[CH:17][CH:16]=[CH:15][CH:14]=1)=[O:10])[C:2]1[CH:7]=[CH:6][CH:5]=[CH:4][CH:3]=1.C(O)(C(F)(F)F)=O.ClC(=O)[CH2:51][CH2:52][CH2:53][C:54]([O:56][CH3:57])=[O:55].CCN(CC)CC, predict the reaction product. The product is: [CH2:12]([O:11][P:9]([O:19][C:20]1[CH:28]=[C:27]2[C:23]([C@H:24]([CH2:36][Cl:37])[CH2:25][N:26]2[C:29](=[O:30])[CH2:51][CH2:52][CH2:53][C:54]([O:56][CH3:57])=[O:55])=[C:22]2[C:38]([CH3:41])=[CH:39][S:40][C:21]=12)([O:8][CH2:1][C:2]1[CH:3]=[CH:4][CH:5]=[CH:6][CH:7]=1)=[O:10])[C:13]1[CH:18]=[CH:17][CH:16]=[CH:15][CH:14]=1. (7) Given the reactants [CH3:1][O:2][C:3]1[CH:4]=[C:5]([CH:27]=[CH:28][C:29]=1[O:30][CH2:31][C:32]1[N:33]=[C:34]([C:38]2[CH:43]=[CH:42][CH:41]=[CH:40][CH:39]=2)[O:35][C:36]=1[CH3:37])[CH2:6][N:7]1[C:19]2[CH:18]=[CH:17][CH:16]=[C:15]([O:20][C:21]([CH3:26])([CH3:25])[C:22]([OH:24])=[O:23])[C:14]=2[C:13]2[C:8]1=[CH:9][CH:10]=[CH:11][CH:12]=2.[OH-].[Na+:45], predict the reaction product. The product is: [CH3:1][O:2][C:3]1[CH:4]=[C:5]([CH:27]=[CH:28][C:29]=1[O:30][CH2:31][C:32]1[N:33]=[C:34]([C:38]2[CH:43]=[CH:42][CH:41]=[CH:40][CH:39]=2)[O:35][C:36]=1[CH3:37])[CH2:6][N:7]1[C:19]2[CH:18]=[CH:17][CH:16]=[C:15]([O:20][C:21]([CH3:26])([CH3:25])[C:22]([O-:24])=[O:23])[C:14]=2[C:13]2[C:8]1=[CH:9][CH:10]=[CH:11][CH:12]=2.[Na+:45]. (8) Given the reactants [C:1]1([C@:7]23[CH2:15][C:14](=O)[CH2:13][N:8]2[C:9](=[O:12])[O:10][CH2:11]3)[CH:6]=[CH:5][CH:4]=[CH:3][CH:2]=1.C[Si]([N-][Si](C)(C)C)(C)C.[Na+].[Li+].[Cl-].C([O-])([O-])=O.[Na+].[Na+].[F:35][C:36]1[CH:41]=[CH:40][C:39]([F:42])=[CH:38][C:37]=1B(O)O, predict the reaction product. The product is: [F:35][C:36]1[CH:41]=[CH:40][C:39]([F:42])=[CH:38][C:37]=1[C:14]1[CH2:13][N:8]2[C:9](=[O:12])[O:10][CH2:11][C@:7]2([C:1]2[CH:6]=[CH:5][CH:4]=[CH:3][CH:2]=2)[CH:15]=1. (9) Given the reactants Cl[C:2]1[N:21]=[C:5]2[C:6]([C:10]3[CH:15]=[CH:14][C:13]([CH:16]([F:18])[F:17])=[CH:12][C:11]=3[O:19][CH3:20])=[CH:7][CH:8]=[CH:9][N:4]2[N:3]=1.[C:22]([O:26][C:27]([N:29]1[CH2:34][CH2:33][CH:32]([C:35]2[CH:40]=[CH:39][C:38]([NH2:41])=[CH:37][CH:36]=2)[CH2:31][CH2:30]1)=[O:28])([CH3:25])([CH3:24])[CH3:23], predict the reaction product. The product is: [C:22]([O:26][C:27]([N:29]1[CH2:34][CH2:33][CH:32]([C:35]2[CH:40]=[CH:39][C:38]([NH:41][C:2]3[N:21]=[C:5]4[C:6]([C:10]5[CH:15]=[CH:14][C:13]([CH:16]([F:18])[F:17])=[CH:12][C:11]=5[O:19][CH3:20])=[CH:7][CH:8]=[CH:9][N:4]4[N:3]=3)=[CH:37][CH:36]=2)[CH2:31][CH2:30]1)=[O:28])([CH3:25])([CH3:23])[CH3:24]. (10) The product is: [CH2:11]([C:13]1[CH:18]=[CH:17][CH:16]=[CH:15][C:14]=1[O:19][C:2]1[CH:7]=[CH:6][C:5]([N+:8]([O-:10])=[O:9])=[CH:4][N:3]=1)[CH3:12]. Given the reactants Cl[C:2]1[CH:7]=[CH:6][C:5]([N+:8]([O-:10])=[O:9])=[CH:4][N:3]=1.[CH2:11]([C:13]1[CH:18]=[CH:17][CH:16]=[CH:15][C:14]=1[OH:19])[CH3:12], predict the reaction product.